This data is from Experimentally validated miRNA-target interactions with 360,000+ pairs, plus equal number of negative samples. The task is: Binary Classification. Given a miRNA mature sequence and a target amino acid sequence, predict their likelihood of interaction. (1) The miRNA is hsa-miR-5010-5p with sequence AGGGGGAUGGCAGAGCAAAAUU. The protein sequence of the target gene is MKLNERSVAHYALSDSPADHMGFLRTWGGPGTPPTPSGTGRRCWFVLKGNLLFSFESREGRAPLSLVVLEGCTVELAEAPVPEEFAFAICFDAPGVRPHLLAAEGPAAQEAWVKVLSRASFGYMRLVVRELESQLQDARQSLALQRRSSWKSVASRCKPQAPNHRAAGLENGHCLSKDSSPVGLVEEAGSRSAGWGLAEWELQGPASLLLGKGQSPVSPETSCFSTLHDWYGQEIVELRQCWQKRAQGSHSKCEEQDRP. Result: 0 (no interaction). (2) The miRNA is hsa-miR-124-3p with sequence UAAGGCACGCGGUGAAUGCCAA. The protein sequence of the target gene is MGPGGRVARLLAPLMWRRAVSSVAGSAVGAEPGLRLLAVQRLPVGAAFCRACQTPNFVRGLHSEPGLEERAEGTVNEGRPESDAADHTGPKFDIDMMVSLLRQENARDICVIQVPPEMRYTDYFVIVSGTSTRHLHAMAFYVVKMYKHLKCKRDPHVKIEGKDTDDWLCVDFGSMVIHLMLPETREIYELEKLWTLRSYDDQLAQIAPETVPEDFILGIEDDTSSVTPVELKCE. Result: 1 (interaction).